Dataset: Peptide-MHC class I binding affinity with 185,985 pairs from IEDB/IMGT. Task: Regression. Given a peptide amino acid sequence and an MHC pseudo amino acid sequence, predict their binding affinity value. This is MHC class I binding data. (1) The peptide sequence is HETGRLEPSW. The MHC is HLA-B44:02 with pseudo-sequence HLA-B44:02. The binding affinity (normalized) is 0. (2) The peptide sequence is VVYKEAKIK. The MHC is HLA-B44:02 with pseudo-sequence HLA-B44:02. The binding affinity (normalized) is 0.0847. (3) The peptide sequence is HIKVDHPDK. The MHC is HLA-A33:01 with pseudo-sequence HLA-A33:01. The binding affinity (normalized) is 0.473.